Dataset: Reaction yield outcomes from USPTO patents with 853,638 reactions. Task: Predict the reaction yield, written as a fraction of the theoretical maximum amount of product (1.0 means a 100% yield; for example, 0.34 means a 34% yield). (1) The reactants are N[C:2]1[C:10]([Cl:11])=[CH:9][C:5]([C:6]([OH:8])=[O:7])=[C:4]([O:12][CH3:13])[CH:3]=1.Cl.N([O-])=O.[Na+].[Cu](C#N)[C:20]#[N:21].[C-]#N.[Na+]. The catalyst is O.C(OCC)(=O)C. The product is [Cl:11][C:10]1[C:2]([C:20]#[N:21])=[CH:3][C:4]([O:12][CH3:13])=[C:5]([CH:9]=1)[C:6]([OH:8])=[O:7]. The yield is 0.620. (2) The reactants are [CH2:1]([O:6][C:7]1[CH:15]=[CH:14][C:10]([C:11]([OH:13])=[O:12])=[CH:9][CH:8]=1)[CH2:2][CH:3]([CH3:5])[CH3:4].C(Cl)(=O)C(Cl)=O.O[C:23]1[CH:58]=[CH:57][C:26]([CH2:27][N:28]([CH2:49][C:50]([O:52]C(C)(C)C)=[O:51])[C:29](=[O:48])[C:30]2[CH:35]=[CH:34][C:33]([NH:36][C:37](=[O:47])[CH2:38][C:39]3[CH:44]=[CH:43][C:42]([O:45][CH3:46])=[CH:41][CH:40]=3)=[CH:32][CH:31]=2)=[CH:25][CH:24]=1.C(O)(C(F)(F)F)=O. The catalyst is C(Cl)Cl.CN(C=O)C. The product is [CH2:1]([O:6][C:7]1[CH:8]=[CH:9][C:10]([C:11]([O:13][C:23]2[CH:58]=[CH:57][C:26]([CH2:27][N:28]([CH2:49][C:50]([OH:52])=[O:51])[C:29](=[O:48])[C:30]3[CH:31]=[CH:32][C:33]([NH:36][C:37](=[O:47])[CH2:38][C:39]4[CH:44]=[CH:43][C:42]([O:45][CH3:46])=[CH:41][CH:40]=4)=[CH:34][CH:35]=3)=[CH:25][CH:24]=2)=[O:12])=[CH:14][CH:15]=1)[CH2:2][CH:3]([CH3:5])[CH3:4]. The yield is 0.540. (3) The reactants are [C:12]([O:11][C:9](O[C:9]([O:11][C:12]([CH3:15])([CH3:14])[CH3:13])=[O:10])=[O:10])([CH3:15])([CH3:14])[CH3:13].[C:16]([O:20][C:21]([N:23]1[CH2:28][CH2:27][N:26]([C:29]([C:31]2[CH:39]=[C:38]3[C:34]([CH:35]=[CH:36][NH:37]3)=[CH:33][CH:32]=2)=[O:30])[CH2:25][CH2:24]1)=[O:22])([CH3:19])([CH3:18])[CH3:17]. The catalyst is C(#N)C.CN(C1C=CN=CC=1)C. The product is [C:16]([O:20][C:21]([N:23]1[CH2:28][CH2:27][N:26]([C:29]([C:31]2[CH:39]=[C:38]3[C:34]([CH:35]=[CH:36][N:37]3[C:9]([O:11][C:12]([CH3:13])([CH3:14])[CH3:15])=[O:10])=[CH:33][CH:32]=2)=[O:30])[CH2:25][CH2:24]1)=[O:22])([CH3:19])([CH3:17])[CH3:18]. The yield is 0.970. (4) The reactants are C(OC([N:8]([CH2:13][C:14]1[CH:48]=[CH:47][C:17]([C:18]([O:20][C@H:21]([C:32]2[CH:37]=[CH:36][C:35]([O:38][CH:39]([F:41])[F:40])=[C:34]([O:42][CH2:43][CH:44]3[CH2:46][CH2:45]3)[CH:33]=2)[CH2:22][C:23]2[C:28]([Cl:29])=[CH:27][N+:26]([O-:30])=[CH:25][C:24]=2[Cl:31])=[O:19])=[CH:16][C:15]=1[O:49][CH2:50][CH:51]1[CH2:53][CH2:52]1)[S:9]([CH3:12])(=[O:11])=[O:10])=O)(C)(C)C.Cl.CCOCC. The catalyst is C(Cl)Cl. The product is [Cl:31][C:24]1[CH:25]=[N+:26]([O-:30])[CH:27]=[C:28]([Cl:29])[C:23]=1[CH2:22][C@@H:21]([C:32]1[CH:37]=[CH:36][C:35]([O:38][CH:39]([F:40])[F:41])=[C:34]([O:42][CH2:43][CH:44]2[CH2:45][CH2:46]2)[CH:33]=1)[O:20][C:18](=[O:19])[C:17]1[CH:47]=[CH:48][C:14]([CH2:13][NH:8][S:9]([CH3:12])(=[O:11])=[O:10])=[C:15]([O:49][CH2:50][CH:51]2[CH2:52][CH2:53]2)[CH:16]=1. The yield is 0.780. (5) The reactants are [NH2:1][C:2]1[C:3]([NH:9][C@@H:10]2[CH2:14][CH2:13][N:12]([C:15]([O:17][C:18]([CH3:21])([CH3:20])[CH3:19])=[O:16])[CH2:11]2)=[N:4][CH:5]=[C:6]([Cl:8])[CH:7]=1.CCN(C(C)C)C(C)C.Cl[C:32](Cl)([O:34]C(=O)OC(Cl)(Cl)Cl)Cl. The catalyst is C(Cl)Cl. The product is [Cl:8][C:6]1[CH:7]=[C:2]2[NH:1][C:32](=[O:34])[N:9]([C@@H:10]3[CH2:14][CH2:13][N:12]([C:15]([O:17][C:18]([CH3:21])([CH3:20])[CH3:19])=[O:16])[CH2:11]3)[C:3]2=[N:4][CH:5]=1. The yield is 0.620. (6) The reactants are C1(P(C2C=CC=CC=2)C2C=CC=CC=2)C=CC=CC=1.Br[C:21]1[CH:30]=[CH:29][C:24]([C:25]([O:27][CH3:28])=[O:26])=[CH:23][C:22]=1[O:31][CH3:32].[CH3:33][N:34](C=O)C. The catalyst is C([O-])(=O)C.[Pd+2].C([O-])(=O)C.[C-]#N.[Zn+2].[C-]#N. The product is [C:33]([C:21]1[CH:30]=[CH:29][C:24]([C:25]([O:27][CH3:28])=[O:26])=[CH:23][C:22]=1[O:31][CH3:32])#[N:34]. The yield is 0.720.